Dataset: Catalyst prediction with 721,799 reactions and 888 catalyst types from USPTO. Task: Predict which catalyst facilitates the given reaction. (1) Product: [OH:2][CH2:1][CH2:3][NH:4][C:38]1[N:37]=[CH:36][C:35]([C:27]2[CH:26]=[C:25]([C:23]([NH:22][CH2:21][C@H:18]3[CH2:17][CH2:16][C@H:15]([CH2:14][NH:13][C:12](=[O:42])[O:11][CH:8]4[CH2:7][CH2:6][O:5][CH2:10][CH2:9]4)[CH2:20][CH2:19]3)=[O:24])[C:34]3[C:29](=[CH:30][CH:31]=[CH:32][CH:33]=3)[N:28]=2)=[CH:40][CH:39]=1. The catalyst class is: 877. Reactant: [CH2:1]([CH2:3][NH2:4])[OH:2].[O:5]1[CH2:10][CH2:9][CH:8]([O:11][C:12](=[O:42])[NH:13][CH2:14][C@H:15]2[CH2:20][CH2:19][C@H:18]([CH2:21][NH:22][C:23]([C:25]3[C:34]4[C:29](=[CH:30][CH:31]=[CH:32][CH:33]=4)[N:28]=[C:27]([C:35]4[CH:36]=[N:37][C:38](F)=[CH:39][CH:40]=4)[CH:26]=3)=[O:24])[CH2:17][CH2:16]2)[CH2:7][CH2:6]1. (2) Reactant: Cl.[CH3:2][O:3][C:4](=[O:17])[C@@H:5]([CH2:7][C:8]1[C:16]2[C:11](=[CH:12][CH:13]=[CH:14][CH:15]=2)[NH:10][CH:9]=1)[NH2:6].C(N(CC)CC)C.[C:25](Cl)(=[O:35])[C:26]1[CH:34]=[CH:33][C:32]2[O:31][CH2:30][O:29][C:28]=2[CH:27]=1. The catalyst class is: 2. Product: [CH3:2][O:3][C:4](=[O:17])[C@H:5]([CH2:7][C:8]1[C:16]2[C:11](=[CH:12][CH:13]=[CH:14][CH:15]=2)[NH:10][CH:9]=1)[NH:6][C:25]([C:26]1[CH:34]=[CH:33][C:32]2[O:31][CH2:30][O:29][C:28]=2[CH:27]=1)=[O:35].